Predict the reaction yield, written as a fraction of the theoretical maximum amount of product (1.0 means a 100% yield; for example, 0.34 means a 34% yield). From a dataset of Reaction yield outcomes from USPTO patents with 853,638 reactions. (1) The product is [C:31]([O:23][CH2:22][C@@H:12]1[C@@H:13]([O:14][Si:15]([C:18]([CH3:19])([CH3:20])[CH3:21])([CH3:17])[CH3:16])[C@@H:9]([O:8][Si:1]([C:4]([CH3:5])([CH3:6])[CH3:7])([CH3:2])[CH3:3])[C@H:10]([N:24]2[CH:29]=[CH:28][CH:27]=[N:26][C:25]2=[O:30])[O:11]1)(=[O:35])[CH2:32][CH2:33][CH3:34]. The yield is 0.620. The catalyst is CN(C1C=CN=CC=1)C.N1C=CC=CC=1. The reactants are [Si:1]([O:8][C@@H:9]1[C@H:13]([O:14][Si:15]([C:18]([CH3:21])([CH3:20])[CH3:19])([CH3:17])[CH3:16])[C@@H:12]([CH2:22][OH:23])[O:11][C@H:10]1[N:24]1[CH:29]=[CH:28][CH:27]=[N:26][C:25]1=[O:30])([C:4]([CH3:7])([CH3:6])[CH3:5])([CH3:3])[CH3:2].[C:31](O[C:31](=[O:35])[CH2:32][CH2:33][CH3:34])(=[O:35])[CH2:32][CH2:33][CH3:34]. (2) The reactants are [C:1]([O:5][C:6]([NH:8][C:9]1[CH:14]=[CH:13][CH:12]=[C:11]([F:15])[C:10]=1[N+:16]([O-])=O)=[O:7])([CH3:4])([CH3:3])[CH3:2]. The catalyst is CO.[Ni].O.[H][H]. The product is [C:1]([O:5][C:6]([NH:8][C:9]1[CH:14]=[CH:13][CH:12]=[C:11]([F:15])[C:10]=1[NH2:16])=[O:7])([CH3:4])([CH3:2])[CH3:3]. The yield is 0.660.